Dataset: Full USPTO retrosynthesis dataset with 1.9M reactions from patents (1976-2016). Task: Predict the reactants needed to synthesize the given product. (1) Given the product [O:11]=[C:10]1[NH:6][C:7]([C:33]([O:35][CH2:36][CH3:37])=[O:34])([C:28]([O:30][CH2:31][CH3:32])=[O:29])[C:8]([NH:12][C:13](=[S:27])[NH:14][C:15]2[CH:16]=[CH:17][C:18]([O:21][CH2:22][C:23]([F:26])([F:24])[F:25])=[CH:19][CH:20]=2)=[CH:9]1, predict the reactants needed to synthesize it. The reactants are: COC1C=C(OC)C=CC=1C[N:6]1[C:10](=[O:11])[CH:9]=[C:8]([NH:12][C:13](=[S:27])[NH:14][C:15]2[CH:20]=[CH:19][C:18]([O:21][CH2:22][C:23]([F:26])([F:25])[F:24])=[CH:17][CH:16]=2)[C:7]1([C:33]([O:35][CH2:36][CH3:37])=[O:34])[C:28]([O:30][CH2:31][CH3:32])=[O:29]. (2) Given the product [CH2:1]([O:19][C@H:20]1[C@H:24]([O:25][CH2:26][CH2:27][CH2:28][CH2:29][CH2:30][CH2:31][CH2:32][CH2:33]/[CH:34]=[CH:35]\[CH2:36]/[CH:37]=[CH:38]\[CH2:39][CH2:40][CH2:41][CH2:42][CH3:43])[CH2:23][N:22]([CH2:44][CH:45]([OH:46])[CH2:47][OH:48])[CH2:21]1)[CH2:2][CH2:3][CH2:4][CH2:5][CH2:6][CH2:7][CH2:8]/[CH:9]=[CH:10]\[CH2:11]/[CH:12]=[CH:13]\[CH2:14][CH2:15][CH2:16][CH2:17][CH3:18], predict the reactants needed to synthesize it. The reactants are: [CH2:1]([O:19][C@H:20]1[C@H:24]([O:25][CH2:26][CH2:27][CH2:28][CH2:29][CH2:30][CH2:31][CH2:32][CH2:33]/[CH:34]=[CH:35]\[CH2:36]/[CH:37]=[CH:38]\[CH2:39][CH2:40][CH2:41][CH2:42][CH3:43])[CH2:23][NH:22][CH2:21]1)[CH2:2][CH2:3][CH2:4][CH2:5][CH2:6][CH2:7][CH2:8]/[CH:9]=[CH:10]\[CH2:11]/[CH:12]=[CH:13]\[CH2:14][CH2:15][CH2:16][CH2:17][CH3:18].[CH2:44]1[O:46][CH:45]1[CH2:47][OH:48]. (3) Given the product [OH:1][C:2]1([C:19]2[CH:20]=[C:21]3[C:25](=[CH:26][CH:27]=2)[NH:24][CH:23]=[CH:22]3)[C:10]2[C:5](=[CH:6][CH:7]=[CH:8][CH:9]=2)[C:4](=[O:11])[N:3]1[CH2:12][C:13]1[CH:14]=[CH:15][CH:16]=[CH:17][CH:18]=1, predict the reactants needed to synthesize it. The reactants are: [OH:1][C:2]1([C:19]2[CH:20]=[C:21]3[C:25](=[CH:26][CH:27]=2)[N:24](COCC[Si](C)(C)C)[CH:23]=[CH:22]3)[C:10]2[C:5](=[CH:6][CH:7]=[CH:8][CH:9]=2)[C:4](=[O:11])[N:3]1[CH2:12][C:13]1[CH:18]=[CH:17][CH:16]=[CH:15][CH:14]=1.O1CCCC1.C(N)CN. (4) The reactants are: [C:1]([NH:4][C:5]1[CH:14]=[CH:13][C:12]2[C:7](=[CH:8][CH:9]=[C:10]([CH2:15][C:16]#[N:17])[CH:11]=2)[N:6]=1)(=[O:3])[CH3:2].N.C1C=C2C(C(O)(O)C(=O)C2=CC=1)=O. Given the product [C:1]([NH:4][C:5]1[CH:14]=[CH:13][C:12]2[C:7](=[CH:8][CH:9]=[C:10]([CH2:15][CH2:16][NH2:17])[CH:11]=2)[N:6]=1)(=[O:3])[CH3:2], predict the reactants needed to synthesize it. (5) Given the product [CH3:34][C:18]1[N:17]=[C:16]([NH:8][CH2:7][C:5]2[S:6][C:2]([CH3:1])=[N:3][N:4]=2)[CH:21]=[C:20]([O:22][CH2:23][C@H:24]2[CH2:26][C@@H:25]2[C:27]2[CH:32]=[CH:31][C:30]([CH3:33])=[CH:29][N:28]=2)[N:19]=1, predict the reactants needed to synthesize it. The reactants are: [CH3:1][C:2]1[S:6][C:5]([CH2:7][N:8]([C:16]2[CH:21]=[C:20]([O:22][CH2:23][C@H:24]3[CH2:26][C@@H:25]3[C:27]3[CH:32]=[CH:31][C:30]([CH3:33])=[CH:29][N:28]=3)[N:19]=[C:18]([CH3:34])[N:17]=2)C(=O)OC(C)(C)C)=[N:4][N:3]=1.C([O-])([O-])=O.[K+].[K+]. (6) Given the product [CH2:35]([C:21]1([CH2:36][C:37]2[CH:42]=[CH:41][CH:40]=[CH:39][CH:38]=2)[C:15]2[C:16](=[N:17][CH:18]=[C:13]([C:5]3[CH:6]=[C:7]([O:11][CH3:12])[C:8]([O:9][CH3:10])=[C:3]([O:2][CH3:1])[CH:4]=3)[CH:14]=2)[NH:19][C:20]1=[O:22])[C:34]1[CH:48]=[CH:44][CH:45]=[CH:32][CH:33]=1, predict the reactants needed to synthesize it. The reactants are: [CH3:1][O:2][C:3]1[CH:4]=[C:5]([C:13]2[CH:14]=[C:15]3[CH2:21][C:20](=[O:22])[NH:19][C:16]3=[N:17][CH:18]=2)[CH:6]=[C:7]([O:11][CH3:12])[C:8]=1[O:9][CH3:10].CN(CCN(C)C)C.[Li][CH2:32][CH2:33][CH2:34][CH3:35].[CH2:36](Br)[C:37]1[CH:42]=[CH:41][CH:40]=[CH:39][CH:38]=1.[CH2:44]1[CH2:48]OC[CH2:45]1. (7) Given the product [Cl:26][C:17]1[CH:18]=[C:19]([N+:23]([O-:25])=[O:24])[C:20]([Cl:22])=[CH:21][C:16]=1[CH2:15][C:14]([OH:27])=[O:13], predict the reactants needed to synthesize it. The reactants are: C(O)C.[OH-].[Na+].C(O)(=O)C.O.C([O:13][C:14](=[O:27])[CH2:15][C:16]1[CH:21]=[C:20]([Cl:22])[C:19]([N+:23]([O-:25])=[O:24])=[CH:18][C:17]=1[Cl:26])C.